Predict the reactants needed to synthesize the given product. From a dataset of Full USPTO retrosynthesis dataset with 1.9M reactions from patents (1976-2016). (1) Given the product [Cl:21][C:30]#[C:32][C:2]1[CH:7]=[C:6]([CH3:8])[C:5]([C:9]2[C:10](=[O:19])[CH:11]3[CH2:18][CH:14]([C:15]=2[O:16][CH3:17])[CH2:13][CH2:12]3)=[C:4]([CH3:20])[CH:3]=1, predict the reactants needed to synthesize it. The reactants are: Br[C:2]1[CH:7]=[C:6]([CH3:8])[C:5]([C:9]2[C:10](=[O:19])[CH:11]3[CH2:18][CH:14]([C:15]=2[O:16][CH3:17])[CH2:13][CH2:12]3)=[C:4]([CH3:20])[CH:3]=1.[Cl:21]N1C(=O)CCC1=O.C[C:30]([CH3:32])=O. (2) The reactants are: [CH3:1][O:2][CH:3]1[C:8](=O)[CH2:7][CH2:6][O:5][CH2:4]1.[CH:10]([O-])=O.[NH4+:13]. Given the product [CH3:1][O:2][C@H:3]1[C@@H:8]([NH:13][CH3:10])[CH2:7][CH2:6][O:5][CH2:4]1, predict the reactants needed to synthesize it. (3) Given the product [C:26]([O:25][C:23]([N:6]1[CH2:7][C@H:8]([O:10][C:11]([N:13]2[CH2:21][C:20]3[C:15](=[CH:16][CH:17]=[CH:18][C:19]=3[F:22])[CH2:14]2)=[O:12])[CH2:9][C@H:5]1[C:3]([OH:4])=[O:2])=[O:24])([CH3:29])([CH3:27])[CH3:28], predict the reactants needed to synthesize it. The reactants are: C[O:2][C:3]([C@@H:5]1[CH2:9][C@@H:8]([O:10][C:11]([N:13]2[CH2:21][C:20]3[C:15](=[CH:16][CH:17]=[CH:18][C:19]=3[F:22])[CH2:14]2)=[O:12])[CH2:7][N:6]1[C:23]([O:25][C:26]([CH3:29])([CH3:28])[CH3:27])=[O:24])=[O:4].O.[OH-].[Li+].